Predict the product of the given reaction. From a dataset of Forward reaction prediction with 1.9M reactions from USPTO patents (1976-2016). (1) Given the reactants [OH:1][C:2]1[CH:7]=[CH:6][CH:5]=[C:4]([N+:8]([O-:10])=[O:9])[C:3]=1[NH:11][C:12](=[O:14])[CH3:13].Br[CH2:16][C:17]([O:19][C:20]([CH3:23])([CH3:22])[CH3:21])=[O:18], predict the reaction product. The product is: [C:12]([NH:11][C:3]1[C:4]([N+:8]([O-:10])=[O:9])=[CH:5][CH:6]=[CH:7][C:2]=1[O:1][CH2:16][C:17]([O:19][C:20]([CH3:23])([CH3:22])[CH3:21])=[O:18])(=[O:14])[CH3:13]. (2) Given the reactants [OH-].[Li+].[F:3][C:4]1[CH:9]=[CH:8][C:7]([S:10]([NH:13][C:14]2[C:23]([C:24]([O:26]C)=[O:25])=[C:22]3[C:17]([CH:18]4[CH2:28][CH:19]4[CH2:20][O:21]3)=[CH:16][CH:15]=2)(=[O:12])=[O:11])=[C:6]([CH:29]=[CH2:30])[CH:5]=1, predict the reaction product. The product is: [F:3][C:4]1[CH:9]=[CH:8][C:7]([S:10]([NH:13][C:14]2[C:23]([C:24]([OH:26])=[O:25])=[C:22]3[C:17]([CH:18]4[CH2:28][CH:19]4[CH2:20][O:21]3)=[CH:16][CH:15]=2)(=[O:11])=[O:12])=[C:6]([CH:29]=[CH2:30])[CH:5]=1. (3) Given the reactants [Cl:1]([O-:5])(=[O:4])(=[O:3])=[O:2].CS[C:8]1[N:9]([CH3:18])[C:10]2[CH:17]=[CH:16][CH:15]=[CH:14][C:11]=2[N+:12]=1[CH3:13].[NH:19]1[CH2:24][CH2:23][CH2:22][CH2:21][CH2:20]1, predict the reaction product. The product is: [Cl:1]([O-:5])(=[O:4])(=[O:3])=[O:2].[NH:19]1[CH2:24][CH2:23][CH2:22][CH2:21][CH:20]1[C:8]1[N:9]([CH3:18])[C:10]2[CH:17]=[CH:16][CH:15]=[CH:14][C:11]=2[N+:12]=1[CH3:13]. (4) Given the reactants C([N:8]1[CH2:17][CH:16]([CH3:18])[C:15]2[N:14]=[C:13]([Cl:19])[CH:12]=[CH:11][C:10]=2[CH2:9]1)C1C=CC=CC=1.[CH:20]([Mg]Br)([CH2:22][CH3:23])[CH3:21], predict the reaction product. The product is: [ClH:19].[CH3:18][CH:16]1[C:15]2[N:14]=[C:13]([CH:20]([CH3:21])[CH2:22][CH3:23])[CH:12]=[CH:11][C:10]=2[CH2:9][NH:8][CH2:17]1. (5) Given the reactants [F:1][C:2]1[CH:3]=[C:4]([CH2:18]O)[CH:5]=[C:6]([NH:8][CH2:9][C:10]2[CH:15]=[CH:14][C:13]([O:16][CH3:17])=[CH:12][CH:11]=2)[CH:7]=1.[Br-:20].[Br-].C1(P(C2C=CC=CC=2)C2C=CC=CC=2)C=CC=CC=1, predict the reaction product. The product is: [Br:20][CH2:18][C:4]1[CH:5]=[C:6]([NH:8][CH2:9][C:10]2[CH:15]=[CH:14][C:13]([O:16][CH3:17])=[CH:12][CH:11]=2)[CH:7]=[C:2]([F:1])[CH:3]=1. (6) Given the reactants [CH:1]1([CH2:4][O:5][C:6](=[O:24])[CH:7]([C:12]2[CH:17]=[CH:16][C:15]([NH2:18])=[C:14]([O:19][CH2:20][CH:21]3[CH2:23][CH2:22]3)[CH:13]=2)[CH2:8][CH:9]([CH3:11])[CH3:10])[CH2:3][CH2:2]1.[Cl:25]N1C(=O)CCC1=O.C(=O)([O-])[O-].[K+].[K+], predict the reaction product. The product is: [CH:1]1([CH2:4][O:5][C:6](=[O:24])[CH:7]([C:12]2[CH:13]=[C:14]([O:19][CH2:20][CH:21]3[CH2:23][CH2:22]3)[C:15]([NH2:18])=[C:16]([Cl:25])[CH:17]=2)[CH2:8][CH:9]([CH3:11])[CH3:10])[CH2:3][CH2:2]1.